This data is from Full USPTO retrosynthesis dataset with 1.9M reactions from patents (1976-2016). The task is: Predict the reactants needed to synthesize the given product. (1) Given the product [CH3:22][C:3]1[C:2]([C:24]2[CH:25]=[CH:26][CH:27]=[CH:28][C:23]=2[CH3:32])=[N:11][C:10]2[C:5](=[CH:6][CH:7]=[CH:8][C:9]=2[C:12]2[NH:20][C:19]3[CH2:18][CH2:17][NH:16][C:15](=[O:21])[C:14]=3[CH:13]=2)[N:4]=1, predict the reactants needed to synthesize it. The reactants are: Cl[C:2]1[C:3]([CH3:22])=[N:4][C:5]2[C:10]([N:11]=1)=[C:9]([C:12]1[NH:20][C:19]3[CH2:18][CH2:17][NH:16][C:15](=[O:21])[C:14]=3[CH:13]=1)[CH:8]=[CH:7][CH:6]=2.[C:23]1([CH3:32])[CH:28]=[CH:27][CH:26]=[CH:25][C:24]=1B(O)O.C([O-])([O-])=O.[Na+].[Na+].CO.C(Cl)Cl. (2) The reactants are: [CH3:1][N:2]1[CH:6]=[C:5]([N:7]2[C:19]3[C:18]4[CH:17]=[C:16]([C:20]5[CH:21]=[N:22][C:23]([CH2:29][OH:30])=[C:24]([NH:26][CH2:27][CH3:28])[CH:25]=5)[CH:15]=[CH:14][C:13]=4[N:12]=[CH:11][C:10]=3[N:9]([CH3:31])[C:8]2=[O:32])[C:4]([CH3:33])=[N:3]1.[H-].[Na+].I[CH3:37]. Given the product [CH3:1][N:2]1[CH:6]=[C:5]([N:7]2[C:19]3[C:18]4[CH:17]=[C:16]([C:20]5[CH:21]=[N:22][C:23]([CH2:29][O:30][CH3:37])=[C:24]([NH:26][CH2:27][CH3:28])[CH:25]=5)[CH:15]=[CH:14][C:13]=4[N:12]=[CH:11][C:10]=3[N:9]([CH3:31])[C:8]2=[O:32])[C:4]([CH3:33])=[N:3]1, predict the reactants needed to synthesize it. (3) Given the product [S:4]1[C:5]2[CH:11]=[CH:10][CH:9]=[CH:8][C:6]=2[N:7]=[C:3]1[C:16](=[O:17])[CH2:15][Br:14], predict the reactants needed to synthesize it. The reactants are: C[Si](C)(C)[C:3]1[S:4][C:5]2[CH:11]=[CH:10][CH:9]=[CH:8][C:6]=2[N:7]=1.[Br:14][CH2:15][C:16](Br)=[O:17].C([O-])(O)=O.[Na+]. (4) Given the product [O:28]=[C:18]1[CH2:19][CH2:20][C@@:21]2([CH3:22])[C@H:16]([CH2:15][C:14](=[O:29])[C@@H:13]3[C@@H:23]2[CH2:24][CH2:25][C@@:26]2([CH3:27])[C@H:12]3[CH2:11][CH2:10][C@@H:9]2[C@H:7]([CH3:8])[CH2:6][CH2:45][C:44]([OH:47])=[O:46])[CH2:17]1, predict the reactants needed to synthesize it. The reactants are: CC(O)(C(O)C[CH2:6][C@H:7]([C@@H:9]1[C@:26]2([CH3:27])[C@H:12]([C@H:13]3[C@H:23]([CH2:24][CH2:25]2)[C@:21]2([CH3:22])[C@@H:16]([CH2:17][C:18](=[O:28])[CH2:19][CH2:20]2)[CH2:15][C:14]3=[O:29])[CH2:11][CH2:10]1)[CH3:8])C.Cl[O-].[Ca+2].Cl[O-].S([O-])([O-])=O.[Na+].[Na+].Cl.[C:44]([OH:47])(=[O:46])[CH3:45].